Dataset: Full USPTO retrosynthesis dataset with 1.9M reactions from patents (1976-2016). Task: Predict the reactants needed to synthesize the given product. (1) Given the product [Br:1][C:2]1[C:10]([F:11])=[CH:9][C:5]([C:6]#[N:8])=[C:4]([Cl:12])[CH:3]=1, predict the reactants needed to synthesize it. The reactants are: [Br:1][C:2]1[C:10]([F:11])=[CH:9][C:5]([C:6]([NH2:8])=O)=[C:4]([Cl:12])[CH:3]=1.N1C=CC=CC=1.C(Cl)(=O)C(Cl)=O.O. (2) Given the product [CH2:23]([C:22]([C:19]1[CH:18]=[CH:17][C:16]([C:9]2[C:10]([OH:15])=[C:11]([O:13][CH3:14])[CH:12]=[C:7]([CH2:6][C:5]([OH:42])=[O:4])[CH:8]=2)=[CH:21][CH:20]=1)([C:25]1[CH:30]=[CH:29][C:28](/[CH:31]=[CH:32]/[C:33]([CH2:34][CH3:35])([OH:36])[CH2:37][CH3:38])=[C:27]([CH3:39])[CH:26]=1)[CH2:40][CH3:41])[CH3:24], predict the reactants needed to synthesize it. The reactants are: [OH-].[Na+].C[O:4][C:5](=[O:42])[CH2:6][C:7]1[CH:8]=[C:9]([C:16]2[CH:21]=[CH:20][C:19]([C:22]([CH2:40][CH3:41])([C:25]3[CH:30]=[CH:29][C:28](/[CH:31]=[CH:32]/[C:33]([CH2:37][CH3:38])([OH:36])[CH2:34][CH3:35])=[C:27]([CH3:39])[CH:26]=3)[CH2:23][CH3:24])=[CH:18][CH:17]=2)[C:10]([OH:15])=[C:11]([O:13][CH3:14])[CH:12]=1.[Cl-].[NH4+].